Predict the reactants needed to synthesize the given product. From a dataset of Full USPTO retrosynthesis dataset with 1.9M reactions from patents (1976-2016). (1) The reactants are: [NH2:1][NH:2][C:3]([C:5]1[N:10]=[CH:9][CH:8]=[CH:7][N:6]=1)=[NH:4].[F:11][C:12]1[CH:13]=[CH:14][C:15]([OH:20])=[C:16]([CH:19]=1)[CH:17]=O. Given the product [F:11][C:12]1[CH:13]=[CH:14][C:15]([OH:20])=[C:16]([C:17]2[NH:1][N:2]=[C:3]([C:5]3[N:10]=[CH:9][CH:8]=[CH:7][N:6]=3)[N:4]=2)[CH:19]=1, predict the reactants needed to synthesize it. (2) Given the product [C:1]([O:5][C:6]([N:8]([C:25]1[CH:26]=[CH:27][C:28]([C:31]([F:32])([F:33])[F:34])=[CH:29][CH:30]=1)[CH2:9][CH:10]([O:24][CH3:35])[CH2:11][O:12][C:13]1[CH:23]=[CH:22][CH:21]=[CH:20][C:14]=1[CH2:15][O:16][C:17](=[O:19])[CH3:18])=[O:7])([CH3:2])([CH3:3])[CH3:4], predict the reactants needed to synthesize it. The reactants are: [C:1]([O:5][C:6]([N:8]([C:25]1[CH:30]=[CH:29][C:28]([C:31]([F:34])([F:33])[F:32])=[CH:27][CH:26]=1)[CH2:9][CH:10]([OH:24])[CH2:11][O:12][C:13]1[CH:23]=[CH:22][CH:21]=[CH:20][C:14]=1[CH2:15][O:16][C:17](=[O:19])[CH3:18])=[O:7])([CH3:4])([CH3:3])[CH3:2].[CH3:35]I. (3) Given the product [OH:21][CH2:20][CH2:19][N:2]1[CH2:6][CH2:5][CH:4]([C:7]2[NH:8][C:9](=[O:17])[C:10]3[C:15]([CH:16]=2)=[CH:14][CH:13]=[CH:12][CH:11]=3)[CH2:3]1, predict the reactants needed to synthesize it. The reactants are: Cl.[NH:2]1[CH2:6][CH2:5][CH:4]([C:7]2[NH:8][C:9](=[O:17])[C:10]3[C:15]([CH:16]=2)=[CH:14][CH:13]=[CH:12][CH:11]=3)[CH2:3]1.Br[CH2:19][CH2:20][OH:21]. (4) The reactants are: C(N(CC)CC)C.[F:8][C:9]1[CH:10]=[C:11]([S:15](Cl)(=[O:17])=[O:16])[CH:12]=[CH:13][CH:14]=1.C(Cl)Cl.[C:22]([O:26][C:27]([N:29]([CH2:54][C:55]([O:57][C:58]([CH3:61])([CH3:60])[CH3:59])=[O:56])[C:30]1[CH:35]=[CH:34][CH:33]=[C:32]([CH2:36][NH:37][CH2:38][C:39]2[CH:44]=[CH:43][C:42]([C:45]3[CH:50]=[CH:49][CH:48]=[C:47]([C:51]#[C:52][CH3:53])[CH:46]=3)=[CH:41][CH:40]=2)[N:31]=1)=[O:28])([CH3:25])([CH3:24])[CH3:23]. Given the product [C:22]([O:26][C:27]([N:29]([CH2:54][C:55]([O:57][C:58]([CH3:61])([CH3:60])[CH3:59])=[O:56])[C:30]1[CH:35]=[CH:34][CH:33]=[C:32]([CH:36]([S:15]([C:11]2[CH:12]=[CH:13][CH:14]=[C:9]([F:8])[CH:10]=2)(=[O:17])=[O:16])[NH:37][CH2:38][C:39]2[CH:40]=[CH:41][C:42]([C:45]3[CH:50]=[CH:49][CH:48]=[C:47]([C:51]#[C:52][CH3:53])[CH:46]=3)=[CH:43][CH:44]=2)[N:31]=1)=[O:28])([CH3:25])([CH3:23])[CH3:24], predict the reactants needed to synthesize it. (5) Given the product [Cl:2][CH:15]([N:16]=[C:17]=[O:18])[C:12]1[CH:13]=[CH:14][C:9]([C:7]#[N:8])=[CH:10][C:11]=1[F:28], predict the reactants needed to synthesize it. The reactants are: P(Cl)(Cl)(Cl)(Cl)[Cl:2].[C:7]([C:9]1[CH:14]=[CH:13][C:12]([CH:15](NC(=O)OCC)[NH:16][C:17](=O)[O:18]CC)=[C:11]([F:28])[CH:10]=1)#[N:8]. (6) Given the product [CH3:18][O:17][C:7]1[CH:6]=[C:5]([C:3]2[CH:25]=[C:20]3[N:19]([CH:2]=2)[CH:24]=[CH:23][CH:22]=[CH:21]3)[CH:10]=[CH:9][C:8]=1[C:11]1[CH:16]=[CH:15][CH:14]=[CH:13][N:12]=1, predict the reactants needed to synthesize it. The reactants are: Br[CH2:2][C:3]([C:5]1[CH:10]=[CH:9][C:8]([C:11]2[CH:16]=[CH:15][CH:14]=[CH:13][N:12]=2)=[C:7]([O:17][CH3:18])[CH:6]=1)=O.[N:19]1[CH:24]=[CH:23][CH:22]=[CH:21][C:20]=1[CH3:25]. (7) Given the product [C:20]([C:12]1[C:11]2[C:6]([C:5]([C:1]([CH3:4])([CH3:2])[CH3:3])=[C:18]3[C:13]=1[CH:14]=[CH:15][CH:16]=[CH:17]3)=[CH:7][CH:8]=[CH:9][CH:10]=2)([CH3:23])([CH3:21])[CH3:22], predict the reactants needed to synthesize it. The reactants are: [C:1]([C:5]1[CH:18]=[CH:17][C:16]2[C:7](=[C:8](Br)[C:9]3[C:14]([C:15]=2Br)=[CH:13][C:12]([C:20]([CH3:23])([CH3:22])[CH3:21])=[CH:11][CH:10]=3)[CH:6]=1)([CH3:4])([CH3:3])[CH3:2].P(C(C)(C)C)(C(C)(C)C)C(C)(C)C.C(O[Na])(C)(C)C.